Dataset: Full USPTO retrosynthesis dataset with 1.9M reactions from patents (1976-2016). Task: Predict the reactants needed to synthesize the given product. Given the product [Cl:1][C:2]1[CH:3]=[CH:4][C:5]([CH:8]([C:19]2[C:27]3[C:22](=[C:23]([CH2:29][S:30][CH3:31])[CH:24]=[C:25]([F:28])[CH:26]=3)[NH:21][CH:20]=2)[CH2:9][C:10]([O:11][CH2:12][CH3:16])=[O:18])=[CH:6][CH:7]=1, predict the reactants needed to synthesize it. The reactants are: [Cl:1][C:2]1[CH:7]=[CH:6][C:5]([CH:8]([C:19]2[C:27]3[C:22](=[C:23]([CH2:29][S:30][CH3:31])[CH:24]=[C:25]([F:28])[CH:26]=3)[NH:21][CH:20]=2)[CH:9]2C(=O)O[C:12](C)([CH3:16])[O:11][C:10]2=[O:18])=[CH:4][CH:3]=1.